From a dataset of HIV replication inhibition screening data with 41,000+ compounds from the AIDS Antiviral Screen. Binary Classification. Given a drug SMILES string, predict its activity (active/inactive) in a high-throughput screening assay against a specified biological target. The drug is COc1cc2c3c(c1)SCC(=O)N3CCN2. The result is 0 (inactive).